Task: Regression. Given two drug SMILES strings and cell line genomic features, predict the synergy score measuring deviation from expected non-interaction effect.. Dataset: NCI-60 drug combinations with 297,098 pairs across 59 cell lines (1) Drug 1: CCN(CC)CCNC(=O)C1=C(NC(=C1C)C=C2C3=C(C=CC(=C3)F)NC2=O)C. Drug 2: CCC1(C2=C(COC1=O)C(=O)N3CC4=CC5=C(C=CC(=C5CN(C)C)O)N=C4C3=C2)O.Cl. Cell line: NCI/ADR-RES. Synergy scores: CSS=12.0, Synergy_ZIP=-4.86, Synergy_Bliss=-3.26, Synergy_Loewe=-10.3, Synergy_HSA=-3.18. (2) Drug 1: CCN(CC)CCNC(=O)C1=C(NC(=C1C)C=C2C3=C(C=CC(=C3)F)NC2=O)C. Drug 2: C1=CC=C(C(=C1)C(C2=CC=C(C=C2)Cl)C(Cl)Cl)Cl. Cell line: UO-31. Synergy scores: CSS=3.10, Synergy_ZIP=-1.25, Synergy_Bliss=0.158, Synergy_Loewe=-0.110, Synergy_HSA=-0.0715. (3) Drug 1: CS(=O)(=O)C1=CC(=C(C=C1)C(=O)NC2=CC(=C(C=C2)Cl)C3=CC=CC=N3)Cl. Drug 2: CC1=C(C(CCC1)(C)C)C=CC(=CC=CC(=CC(=O)O)C)C. Cell line: MOLT-4. Synergy scores: CSS=7.91, Synergy_ZIP=0.0923, Synergy_Bliss=3.74, Synergy_Loewe=1.45, Synergy_HSA=2.96. (4) Drug 1: CCCCC(=O)OCC(=O)C1(CC(C2=C(C1)C(=C3C(=C2O)C(=O)C4=C(C3=O)C=CC=C4OC)O)OC5CC(C(C(O5)C)O)NC(=O)C(F)(F)F)O. Drug 2: CC1CCCC2(C(O2)CC(NC(=O)CC(C(C(=O)C(C1O)C)(C)C)O)C(=CC3=CSC(=N3)C)C)C. Cell line: SNB-19. Synergy scores: CSS=59.9, Synergy_ZIP=-0.00745, Synergy_Bliss=-0.360, Synergy_Loewe=1.78, Synergy_HSA=4.02. (5) Drug 1: CC12CCC(CC1=CCC3C2CCC4(C3CC=C4C5=CN=CC=C5)C)O. Drug 2: CC1=C(C=C(C=C1)C(=O)NC2=CC(=CC(=C2)C(F)(F)F)N3C=C(N=C3)C)NC4=NC=CC(=N4)C5=CN=CC=C5. Cell line: HT29. Synergy scores: CSS=10.8, Synergy_ZIP=-0.584, Synergy_Bliss=6.04, Synergy_Loewe=1.07, Synergy_HSA=1.48.